Dataset: Full USPTO retrosynthesis dataset with 1.9M reactions from patents (1976-2016). Task: Predict the reactants needed to synthesize the given product. (1) Given the product [C:1]([C:3]1[C:4]([C:18]2[CH:23]=[CH:22][C:21]([CH3:24])=[CH:20][CH:19]=2)=[C:5]([C:14]([OH:16])=[O:15])[S:6][C:7]=1[N:8]1[CH2:13][CH2:12][O:11][CH2:10][CH2:9]1)#[N:2], predict the reactants needed to synthesize it. The reactants are: [C:1]([C:3]1[C:4]([C:18]2[CH:23]=[CH:22][C:21]([CH3:24])=[CH:20][CH:19]=2)=[C:5]([C:14]([O:16]C)=[O:15])[S:6][C:7]=1[N:8]1[CH2:13][CH2:12][O:11][CH2:10][CH2:9]1)#[N:2].[OH-].[Na+]. (2) Given the product [CH3:16][C@@H:10]1[NH:9][C:4]2[N:5]=[CH:6][CH:7]=[CH:8][C:3]=2[CH2:1][NH:2][C:11]1=[O:12], predict the reactants needed to synthesize it. The reactants are: [C:1]([C:3]1[C:4]([NH:9][C@@H:10]([CH3:16])[C:11](OCC)=[O:12])=[N:5][CH:6]=[CH:7][CH:8]=1)#[N:2].C[O-].[Na+].Cl. (3) Given the product [Cl:8][C:7]1[C:2]([CH2:39][CH3:40])=[CH:3][C:4]([O:30][CH3:31])=[C:5]([NH:9][CH2:10][C:11]([N:13]2[CH2:14][CH2:15][N:16]([CH:19]3[CH2:22][N:21]([C:23]([O:25][C:26]([CH3:27])([CH3:29])[CH3:28])=[O:24])[CH2:20]3)[CH2:17][CH2:18]2)=[O:12])[CH:6]=1, predict the reactants needed to synthesize it. The reactants are: Br[C:2]1[C:7]([Cl:8])=[CH:6][C:5]([NH:9][CH2:10][C:11]([N:13]2[CH2:18][CH2:17][N:16]([CH:19]3[CH2:22][N:21]([C:23]([O:25][C:26]([CH3:29])([CH3:28])[CH3:27])=[O:24])[CH2:20]3)[CH2:15][CH2:14]2)=[O:12])=[C:4]([O:30][CH3:31])[CH:3]=1.C([O-])([O-])=O.[K+].[K+].[Zn](CC)[CH2:39][CH3:40]. (4) Given the product [CH2:32]([N:39]1[CH2:43][CH2:24][CH:23]([C:21]2[S:20][C:14]3=[N:15][CH:16]=[C:17]([C:18]#[N:19])[C:12]([NH:11][C:10]4[C:2]([CH3:1])=[C:3]5[C:7](=[CH:8][CH:9]=4)[NH:6][CH:5]=[CH:4]5)=[C:13]3[CH:22]=2)[CH2:40]1)[C:33]1[CH:38]=[CH:37][CH:36]=[CH:35][CH:34]=1, predict the reactants needed to synthesize it. The reactants are: [CH3:1][C:2]1[C:10]([NH:11][C:12]2[C:17]([C:18]#[N:19])=[CH:16][N:15]=[C:14]3[S:20][C:21]([CH:23]=[CH2:24])=[CH:22][C:13]=23)=[CH:9][CH:8]=[C:7]2[C:3]=1[CH:4]=[CH:5][NH:6]2.C(O)(C(F)(F)F)=O.[CH2:32]([N:39]([CH2:43][Si](C)(C)C)[CH2:40]OC)[C:33]1[CH:38]=[CH:37][CH:36]=[CH:35][CH:34]=1. (5) Given the product [ClH:43].[ClH:43].[ClH:43].[CH2:1]([N:8]1[CH2:13][CH2:12][C:11]2([C:21]3[C:16](=[CH:17][CH:18]=[CH:19][C:20]=3[CH2:22][NH2:23])[N:15]([C:31]3[C:32]4[CH:39]([CH:40]([CH3:42])[CH3:41])[CH2:38][CH2:37][C:33]=4[N:34]=[CH:35][N:36]=3)[CH2:14]2)[CH2:10][CH2:9]1)[C:2]1[CH:3]=[CH:4][CH:5]=[CH:6][CH:7]=1, predict the reactants needed to synthesize it. The reactants are: [CH2:1]([N:8]1[CH2:13][CH2:12][C:11]2([C:21]3[C:16](=[CH:17][CH:18]=[CH:19][C:20]=3[CH2:22][NH:23]C(=O)OC(C)(C)C)[N:15]([C:31]3[C:32]4[CH:39]([CH:40]([CH3:42])[CH3:41])[CH2:38][CH2:37][C:33]=4[N:34]=[CH:35][N:36]=3)[CH2:14]2)[CH2:10][CH2:9]1)[C:2]1[CH:7]=[CH:6][CH:5]=[CH:4][CH:3]=1.[ClH:43]. (6) The reactants are: [S:1]=[C:2]1[N:6]([C:7]2[CH:12]=[CH:11][CH:10]=[C:9]([C:13]([F:16])([F:15])[F:14])[CH:8]=2)[C:5](=[O:17])[CH2:4][S:3]1.[C:18]([C:21]1[CH:28]=[CH:27][C:24]([CH:25]=O)=[CH:23][CH:22]=1)([OH:20])=[O:19].N1CCCCC1. Given the product [CH:11]1[CH:12]=[C:7]([N:6]2[C:2](=[S:1])[S:3]/[C:4](=[CH:25]\[C:24]3[CH:27]=[CH:28][C:21]([C:18]([OH:20])=[O:19])=[CH:22][CH:23]=3)/[C:5]2=[O:17])[CH:8]=[C:9]([C:13]([F:14])([F:15])[F:16])[CH:10]=1, predict the reactants needed to synthesize it. (7) Given the product [C:23]1([NH:22][CH2:19][CH2:18][S:17][C:9]2[N:8]([CH2:7][C:6]([OH:5])=[O:21])[C:12]3[CH:13]=[CH:14][CH:15]=[CH:16][C:11]=3[N:10]=2)[CH:28]=[CH:27][CH:26]=[CH:25][CH:24]=1, predict the reactants needed to synthesize it. The reactants are: C([O:5][C:6](=[O:21])[CH2:7][N:8]1[C:12]2[CH:13]=[CH:14][CH:15]=[CH:16][C:11]=2[N:10]=[C:9]1[S:17][CH2:18][CH2:19]Br)(C)(C)C.[NH2:22][C:23]1[CH:28]=[CH:27][CH:26]=[CH:25][CH:24]=1. (8) Given the product [OH:1][C:2]1[CH:23]=[CH:22][C:5]([CH2:6][CH:7]2[S:11][C:10](=[O:12])[N:9]([CH2:13][C:14]3([CH3:20])[CH2:15][CH2:16][CH2:17][CH2:18][CH2:19]3)[C:8]2=[O:21])=[CH:4][C:3]=1[C:24]([F:27])([F:26])[F:25], predict the reactants needed to synthesize it. The reactants are: [OH:1][C:2]1[CH:23]=[CH:22][C:5]([CH:6]=[C:7]2[S:11][C:10](=[O:12])[N:9]([CH2:13][C:14]3([CH3:20])[CH2:19][CH2:18][CH2:17][CH2:16][CH2:15]3)[C:8]2=[O:21])=[CH:4][C:3]=1[C:24]([F:27])([F:26])[F:25]. (9) Given the product [CH2:25]([O:27][C:28](=[O:34])/[CH:29]=[CH:30]/[C:31]([N:7]1[C:6]2[CH:5]=[CH:4][CH:3]=[C:2]([CH3:1])[C:11]=2[O:10][CH:9]([C:12]2[CH:17]=[CH:16][CH:15]=[CH:14][CH:13]=2)[CH2:8]1)=[O:32])[CH3:26], predict the reactants needed to synthesize it. The reactants are: [CH3:1][C:2]1[C:11]2[O:10][CH:9]([C:12]3[CH:17]=[CH:16][CH:15]=[CH:14][CH:13]=3)[CH2:8][NH:7][C:6]=2[CH:5]=[CH:4][CH:3]=1.C(N(CC)CC)C.[CH2:25]([O:27][C:28](=[O:34])/[CH:29]=[CH:30]/[C:31](Cl)=[O:32])[CH3:26].